Dataset: Forward reaction prediction with 1.9M reactions from USPTO patents (1976-2016). Task: Predict the product of the given reaction. (1) Given the reactants I[C:2]1[CH:3]=[N:4][N:5]2[C:10]([N:11]([CH2:20][O:21][CH2:22][CH2:23][Si:24]([CH3:27])([CH3:26])[CH3:25])[CH2:12][O:13][CH2:14][CH2:15][Si:16]([CH3:19])([CH3:18])[CH3:17])=[CH:9][C:8]([O:28][C:29]3[CH:34]=[CH:33][C:32]([S:35][CH3:36])=[CH:31][CH:30]=3)=[N:7][C:6]=12.[O-]P([O-])([O-])=O.[K+].[K+].[K+].O1[CH2:50][CH2:49]OCC1.CCO[C:54]([CH3:56])=O, predict the reaction product. The product is: [CH3:36][S:35][C:32]1[CH:33]=[CH:34][C:29]([O:28][C:8]2[CH:9]=[C:10]([N:11]([CH2:20][O:21][CH2:22][CH2:23][Si:24]([CH3:27])([CH3:26])[CH3:25])[CH2:12][O:13][CH2:14][CH2:15][Si:16]([CH3:19])([CH3:18])[CH3:17])[N:5]3[N:4]=[CH:3][C:2]([C:9]4[CH:10]=[N:5][C:6]5[C:49]([CH:50]=4)=[CH:56][CH:54]=[CH:3][CH:2]=5)=[C:6]3[N:7]=2)=[CH:30][CH:31]=1. (2) Given the reactants CS(C)=O.C(Cl)(=O)C(Cl)=O.[OH:11][CH:12]1[CH2:17][CH2:16][CH:15]([NH:18][C:19](=[O:25])[O:20][C:21]([CH3:24])([CH3:23])[CH3:22])[CH2:14][CH2:13]1.C(N(CC)CC)C, predict the reaction product. The product is: [O:11]=[C:12]1[CH2:13][CH2:14][CH:15]([NH:18][C:19](=[O:25])[O:20][C:21]([CH3:23])([CH3:22])[CH3:24])[CH2:16][CH2:17]1.